Predict the product of the given reaction. From a dataset of Forward reaction prediction with 1.9M reactions from USPTO patents (1976-2016). (1) Given the reactants [F:1][CH2:2][CH2:3][C:4]1[CH:5]=[N:6][CH:7]=[CH:8][C:9]=1[NH:10]C(=O)OC(C)(C)C.C(O)(C(F)(F)F)=O.CO, predict the reaction product. The product is: [F:1][CH2:2][CH2:3][C:4]1[CH:5]=[N:6][CH:7]=[CH:8][C:9]=1[NH2:10]. (2) Given the reactants [CH3:1][O:2][C:3]1[CH:4]=[CH:5][C:6]2[N:7]([N:9]=[C:10]([C:27]3[CH:32]=[CH:31][CH:30]=[CH:29][CH:28]=3)[C:11]=2[CH2:12][C:13]2[CH:14]=[C:15]([CH:21]=[C:22]([N+:24]([O-])=O)[CH:23]=2)[C:16]([O:18][CH2:19][CH3:20])=[O:17])[CH:8]=1.C(=O)(O)[O-].[Na+], predict the reaction product. The product is: [NH2:24][C:22]1[CH:21]=[C:15]([CH:14]=[C:13]([CH2:12][C:11]2[C:10]([C:27]3[CH:32]=[CH:31][CH:30]=[CH:29][CH:28]=3)=[N:9][N:7]3[CH:8]=[C:3]([O:2][CH3:1])[CH:4]=[CH:5][C:6]=23)[CH:23]=1)[C:16]([O:18][CH2:19][CH3:20])=[O:17].